From a dataset of Forward reaction prediction with 1.9M reactions from USPTO patents (1976-2016). Predict the product of the given reaction. (1) Given the reactants [CH3:1][C:2]1[CH:3]=[CH:4][C:5]([N:8]2[C:16]3[C:11](=[CH:12][C:13]([N+:17]([O-])=O)=[CH:14][CH:15]=3)[CH:10]=[N:9]2)=[N:6][CH:7]=1.CC1C=CC(N2C=C3C(C=CC([N+]([O-])=O)=C3)=N2)=NC=1, predict the reaction product. The product is: [CH3:1][C:2]1[CH:3]=[CH:4][C:5]([N:8]2[C:16]3[C:11](=[CH:12][C:13]([NH2:17])=[CH:14][CH:15]=3)[CH:10]=[N:9]2)=[N:6][CH:7]=1. (2) Given the reactants [OH:1][CH:2]([CH3:20])[CH2:3][N:4]1[C:12]2[C:7](=[C:8]([C:15]([F:18])([F:17])[F:16])[C:9]([C:13]#[N:14])=[CH:10][CH:11]=2)[CH:6]=[C:5]1[CH3:19].[N:21]1[CH:26]=[CH:25][CH:24]=[C:23](O)[CH:22]=1, predict the reaction product. The product is: [CH3:19][C:5]1[N:4]([CH2:3][CH:2]([O:1][C:23]2[CH:22]=[N:21][CH:26]=[CH:25][CH:24]=2)[CH3:20])[C:12]2[C:7]([CH:6]=1)=[C:8]([C:15]([F:18])([F:16])[F:17])[C:9]([C:13]#[N:14])=[CH:10][CH:11]=2. (3) Given the reactants [O:1]1[C:5]2[CH:6]=[CH:7][C:8]([C:10]3[S:11][CH:12]=[C:13]([C:15]([NH:17][C:18]4[NH:22][N:21]=[C:20]([C:23](OCC)=[O:24])[N:19]=4)=[O:16])[N:14]=3)=[CH:9][C:4]=2[CH2:3][CH2:2]1.[NH:28]1[CH2:33][CH2:32][O:31][CH2:30][CH2:29]1, predict the reaction product. The product is: [O:1]1[C:5]2[CH:6]=[CH:7][C:8]([C:10]3[S:11][CH:12]=[C:13]([C:15]([NH:17][C:18]4[NH:19][C:20]([C:23]([N:28]5[CH2:33][CH2:32][O:31][CH2:30][CH2:29]5)=[O:24])=[N:21][N:22]=4)=[O:16])[N:14]=3)=[CH:9][C:4]=2[CH2:3][CH2:2]1. (4) Given the reactants CS(C)=O.C(Cl)(=O)C(Cl)=O.[CH3:11][C@@:12]1([OH:28])[C:16]2([CH2:21][C:20]([CH3:23])([CH3:22])[CH2:19][C:18]([CH3:25])([CH3:24])[CH2:17]2)[C@H:15]([CH3:26])[CH2:14][C@@H:13]1[OH:27].CCN(CC)CC, predict the reaction product. The product is: [OH:28][C@:12]1([CH3:11])[C:16]2([CH2:21][C:20]([CH3:22])([CH3:23])[CH2:19][C:18]([CH3:25])([CH3:24])[CH2:17]2)[C@H:15]([CH3:26])[CH2:14][C:13]1=[O:27].